This data is from Reaction yield outcomes from USPTO patents with 853,638 reactions. The task is: Predict the reaction yield, written as a fraction of the theoretical maximum amount of product (1.0 means a 100% yield; for example, 0.34 means a 34% yield). (1) The reactants are [CH3:1][O:2][C:3]1[CH:4]=[C:5]([C:9]([CH3:16])([CH3:15])[C:10]([O:12]CC)=[O:11])[CH:6]=[CH:7][CH:8]=1.[OH-].[Na+]. The catalyst is CCO. The product is [CH3:1][O:2][C:3]1[CH:4]=[C:5]([C:9]([CH3:16])([CH3:15])[C:10]([OH:12])=[O:11])[CH:6]=[CH:7][CH:8]=1. The yield is 0.820. (2) The reactants are Cl.[CH3:2][C:3]([C:7]1[CH:8]=[C:9]([CH3:13])[CH:10]=[CH:11][CH:12]=1)([CH3:6])[CH2:4][NH2:5].C(N(CC)CC)C.ClC(Cl)(O[C:25](=[O:31])OC(Cl)(Cl)Cl)Cl.FC(F)(F)C(O)=O.[CH3:40][C:41]1([NH2:49])[CH:46]2[CH2:47][CH2:48][N:43]([CH2:44][CH2:45]2)[CH2:42]1. No catalyst specified. The product is [CH3:6][C:3]([C:7]1[CH:8]=[C:9]([CH3:13])[CH:10]=[CH:11][CH:12]=1)([CH3:2])[CH2:4][NH:5][C:25]([NH:49][C:41]1([CH3:40])[CH:46]2[CH2:47][CH2:48][N:43]([CH2:44][CH2:45]2)[CH2:42]1)=[O:31]. The yield is 0.250. (3) The reactants are [CH2:1]([C:3]1[CH:8]=[CH:7][CH:6]=[CH:5][C:4]=1[OH:9])[CH3:2].[Cl-].[Al+3].[Cl-].[Cl-].[C:14](Cl)(=[O:16])[CH3:15]. The catalyst is C(=S)=S. The product is [CH2:1]([C:3]1[CH:8]=[C:7]([C:14](=[O:16])[CH3:15])[CH:6]=[CH:5][C:4]=1[OH:9])[CH3:2]. The yield is 0.530.